The task is: Predict which catalyst facilitates the given reaction.. This data is from Catalyst prediction with 721,799 reactions and 888 catalyst types from USPTO. (1) Reactant: [CH3:1][C:2]1[CH:7]=[CH:6][C:5]([CH2:8][C:9](=[O:11])[CH3:10])=[CH:4][CH:3]=1.[CH2:12]=O.Cl.[CH3:15][NH:16][CH3:17]. Product: [CH3:15][N:16]([CH3:12])[CH2:17][CH:8]([C:5]1[CH:6]=[CH:7][C:2]([CH3:1])=[CH:3][CH:4]=1)[C:9](=[O:11])[CH3:10]. The catalyst class is: 24. (2) Reactant: [N+:1]([C:4]1[CH:5]=[C:6]([CH:10]=[C:11]2[CH2:16][CH2:15][CH:14]([NH:17][C:18]([C:20]3[CH:21]=[N:22][CH:23]=[CH:24][CH:25]=3)=[O:19])[CH2:13][CH2:12]2)[CH:7]=[CH:8][CH:9]=1)([O-])=O. Product: [NH2:1][C:4]1[CH:5]=[C:6]([CH:10]=[C:11]2[CH2:16][CH2:15][CH:14]([NH:17][C:18]([C:20]3[CH:21]=[N:22][CH:23]=[CH:24][CH:25]=3)=[O:19])[CH2:13][CH2:12]2)[CH:7]=[CH:8][CH:9]=1. The catalyst class is: 180. (3) Product: [Br:17][CH2:18][CH2:19][N:6]1[C:7]([CH2:9][OH:10])=[CH:8][C:4]([N+:1]([O-:3])=[O:2])=[N:5]1. Reactant: [N+:1]([C:4]1[CH:8]=[C:7]([CH2:9][OH:10])[NH:6][N:5]=1)([O-:3])=[O:2].C(=O)([O-])[O-].[Cs+].[Cs+].[Br:17][CH:18](Br)[CH3:19].C(OCC)(=O)C. The catalyst class is: 18. (4) Reactant: [NH2:1][C:2]1[C:3]([O:9][CH2:10][C:11]([N:13]2[CH2:18][C@H:17]([CH3:19])[N:16]([CH2:20][C:21]3[CH:26]=[CH:25][C:24]([F:27])=[CH:23][CH:22]=3)[CH2:15][C@H:14]2[CH3:28])=[O:12])=[N:4][CH:5]=[C:6]([Cl:8])[CH:7]=1.[CH2:29]([O:31][C:32](=[O:37])[CH2:33][CH2:34][CH2:35]Br)[CH3:30].C(=O)(O)[O-].[Na+].[I-].[K+].C(OC(=O)C(Br)CC)C. Product: [CH2:29]([O:31][C:32](=[O:37])[CH2:33][CH2:34][CH2:35][NH:1][C:2]1[C:3]([O:9][CH2:10][C:11]([N:13]2[CH2:18][C@H:17]([CH3:19])[N:16]([CH2:20][C:21]3[CH:22]=[CH:23][C:24]([F:27])=[CH:25][CH:26]=3)[CH2:15][C@H:14]2[CH3:28])=[O:12])=[N:4][CH:5]=[C:6]([Cl:8])[CH:7]=1)[CH3:30]. The catalyst class is: 8. (5) Reactant: [F:1][C:2]1[C:3]([C:19]2[CH:24]=[CH:23][CH:22]=[CH:21][CH:20]=2)=[C:4]([CH3:18])[C:5]([C:16]#[N:17])=[C:6]2[C:10]=1[O:9][C:8]([C:11]([CH3:15])([CH3:14])[CH2:12][OH:13])=[N:7]2.F[B-](F)(F)F.[H+].[CH3:31][Si](C=[N+]=[N-])(C)C.O. Product: [F:1][C:2]1[C:3]([C:19]2[CH:24]=[CH:23][CH:22]=[CH:21][CH:20]=2)=[C:4]([CH3:18])[C:5]([C:16]#[N:17])=[C:6]2[C:10]=1[O:9][C:8]([C:11]([CH3:15])([CH3:14])[CH2:12][O:13][CH3:31])=[N:7]2. The catalyst class is: 2. (6) Reactant: [CH:1]1[C:13]2[C:12](=[CH:14][C:15](O)=[O:16])[C:11]3[C:6](=[CH:7][CH:8]=[CH:9][CH:10]=3)[C:5]=2[CH:4]=[CH:3][CH:2]=1.Cl.C(N=C=NCCCN(C)C)C.OC1C2N=NNC=2C=CC=1.C(N(CC)CC)C.Cl.[CH3:48][O:49][C:50](=[O:53])[CH2:51][NH2:52]. Product: [CH3:48][O:49][C:50](=[O:53])[CH2:51][NH:52][C:15](=[O:16])[CH:14]=[C:12]1[C:13]2[CH:1]=[CH:2][CH:3]=[CH:4][C:5]=2[C:6]2[C:11]1=[CH:10][CH:9]=[CH:8][CH:7]=2. The catalyst class is: 650.